This data is from Reaction yield outcomes from USPTO patents with 853,638 reactions. The task is: Predict the reaction yield, written as a fraction of the theoretical maximum amount of product (1.0 means a 100% yield; for example, 0.34 means a 34% yield). The reactants are [Br:1][C:2]1[N:3]=[C:4]2[C:10]([C:11]([OH:13])=O)=[CH:9][N:8]([CH2:14][O:15][CH2:16][CH2:17][Si:18]([CH3:21])([CH3:20])[CH3:19])[C:5]2=[N:6][CH:7]=1.[CH2:22]([N:29]1[CH2:33][CH2:32][C@@H:31]([NH2:34])[CH2:30]1)[C:23]1[CH:28]=[CH:27][CH:26]=[CH:25][CH:24]=1.CCN(C(C)C)C(C)C.CN(C(ON1N=NC2C=CC=NC1=2)=[N+](C)C)C.F[P-](F)(F)(F)(F)F. The catalyst is CN(C=O)C.ClCCl. The product is [CH2:22]([N:29]1[CH2:33][CH2:32][C@@H:31]([NH:34][C:11]([C:10]2[C:4]3[C:5](=[N:6][CH:7]=[C:2]([Br:1])[N:3]=3)[N:8]([CH2:14][O:15][CH2:16][CH2:17][Si:18]([CH3:21])([CH3:20])[CH3:19])[CH:9]=2)=[O:13])[CH2:30]1)[C:23]1[CH:24]=[CH:25][CH:26]=[CH:27][CH:28]=1. The yield is 0.970.